Dataset: Reaction yield outcomes from USPTO patents with 853,638 reactions. Task: Predict the reaction yield, written as a fraction of the theoretical maximum amount of product (1.0 means a 100% yield; for example, 0.34 means a 34% yield). (1) The reactants are [CH2:1]([C:5]1[CH:10]=[CH:9][C:8]([C:11]#[C:12][C:13]2[CH:31]=[CH:30][C:16]([CH2:17][NH:18][C:19]3[CH:20]=[CH:21][C:22]([F:29])=[C:23]([CH:28]=3)[C:24]([O:26][CH3:27])=[O:25])=[CH:15][CH:14]=2)=[CH:7][CH:6]=1)[CH2:2][CH2:3][CH3:4].[CH:32](=O)[CH2:33][CH2:34][CH2:35][CH2:36][CH3:37].C(O[BH-](OC(=O)C)OC(=O)C)(=O)C.[Na+]. The catalyst is ClCCCl.O. The product is [CH2:1]([C:5]1[CH:6]=[CH:7][C:8]([C:11]#[C:12][C:13]2[CH:14]=[CH:15][C:16]([CH2:17][N:18]([CH2:32][CH2:33][CH2:34][CH2:35][CH2:36][CH3:37])[C:19]3[CH:20]=[CH:21][C:22]([F:29])=[C:23]([CH:28]=3)[C:24]([O:26][CH3:27])=[O:25])=[CH:30][CH:31]=2)=[CH:9][CH:10]=1)[CH2:2][CH2:3][CH3:4]. The yield is 0.770. (2) The reactants are [CH3:1][O:2][C:3]1[CH:12]=[CH:11][C:6]([C:7]([O:9][CH3:10])=[O:8])=[C:5]([N+:13]([O-])=O)[CH:4]=1. The catalyst is CO. The product is [NH2:13][C:5]1[CH:4]=[C:3]([O:2][CH3:1])[CH:12]=[CH:11][C:6]=1[C:7]([O:9][CH3:10])=[O:8]. The yield is 0.760. (3) The reactants are Br[C:2]1[CH:3]=[CH:4][C:5]2[N:9]=[C:8]([C@@H:10]3[CH2:14][CH2:13][CH2:12][N:11]3[C:15]([O:17][C:18]([CH3:21])([CH3:20])[CH3:19])=[O:16])[NH:7][C:6]=2[CH:22]=1.[B:23]1([B:23]2[O:27][C:26]([CH3:29])([CH3:28])[C:25]([CH3:31])([CH3:30])[O:24]2)[O:27][C:26]([CH3:29])([CH3:28])[C:25]([CH3:31])([CH3:30])[O:24]1.C([O-])(=O)C.[K+]. The catalyst is O1CCOCC1.C1C=CC([P]([Pd]([P](C2C=CC=CC=2)(C2C=CC=CC=2)C2C=CC=CC=2)([P](C2C=CC=CC=2)(C2C=CC=CC=2)C2C=CC=CC=2)[P](C2C=CC=CC=2)(C2C=CC=CC=2)C2C=CC=CC=2)(C2C=CC=CC=2)C2C=CC=CC=2)=CC=1. The product is [CH3:30][C:25]1([CH3:31])[C:26]([CH3:29])([CH3:28])[O:27][B:23]([C:2]2[CH:3]=[CH:4][C:5]3[N:9]=[C:8]([C@@H:10]4[CH2:14][CH2:13][CH2:12][N:11]4[C:15]([O:17][C:18]([CH3:21])([CH3:20])[CH3:19])=[O:16])[NH:7][C:6]=3[CH:22]=2)[O:24]1. The yield is 0.550. (4) The reactants are Br[C:2]1[CH:3]=[C:4](/[CH:9]=[CH:10]/[C:11]([O:13][CH2:14][CH3:15])=[O:12])[C:5]([Cl:8])=[N:6][CH:7]=1.[C:16]1([CH2:22][SH:23])[CH:21]=[CH:20][CH:19]=[CH:18][CH:17]=1.CCN(C(C)C)C(C)C. The catalyst is C1C=CC(/C=C/C(/C=C/C2C=CC=CC=2)=O)=CC=1.C1C=CC(/C=C/C(/C=C/C2C=CC=CC=2)=O)=CC=1.C1C=CC(/C=C/C(/C=C/C2C=CC=CC=2)=O)=CC=1.[Pd].[Pd].CC1(C)C2C(=C(P(C3C=CC=CC=3)C3C=CC=CC=3)C=CC=2)OC2C(P(C3C=CC=CC=3)C3C=CC=CC=3)=CC=CC1=2.O1CCOCC1. The product is [CH2:22]([S:23][C:2]1[CH:3]=[C:4](/[CH:9]=[CH:10]/[C:11]([O:13][CH2:14][CH3:15])=[O:12])[C:5]([Cl:8])=[N:6][CH:7]=1)[C:16]1[CH:21]=[CH:20][CH:19]=[CH:18][CH:17]=1. The yield is 1.04. (5) The product is [CH2:13]([C:17]1[N:18]=[C:19]([CH3:46])[N:20]([CH2:39][C:40]2[N:41]=[C:42]([CH3:45])[S:43][CH:44]=2)[C:21](=[O:38])[C:22]=1[CH2:23][C:24]1[CH:25]=[CH:26][C:27]([C:30]2[CH:35]=[CH:34][CH:33]=[CH:32][C:31]=2[C:36]2[NH:3][C:4](=[O:7])[O:5][N:37]=2)=[CH:28][CH:29]=1)[CH2:14][CH2:15][CH3:16]. The catalyst is C(OCC)(=O)C. The reactants are [Cl-].O[NH3+:3].[C:4](=[O:7])([O-])[OH:5].[Na+].CS(C)=O.[CH2:13]([C:17]1[N:18]=[C:19]([CH3:46])[N:20]([CH2:39][C:40]2[N:41]=[C:42]([CH3:45])[S:43][CH:44]=2)[C:21](=[O:38])[C:22]=1[CH2:23][C:24]1[CH:29]=[CH:28][C:27]([C:30]2[C:31]([C:36]#[N:37])=[CH:32][CH:33]=[CH:34][CH:35]=2)=[CH:26][CH:25]=1)[CH2:14][CH2:15][CH3:16]. The yield is 0.870. (6) The catalyst is [Pd].C(O)C. The yield is 0.830. The product is [NH2:16][C:13]1[CH:14]=[CH:15][C:5]2[N:4]([CH:1]([CH3:3])[CH3:2])[C:10](=[O:11])[CH2:9][CH2:8][CH2:7][C:6]=2[CH:12]=1. The reactants are [CH:1]([N:4]1[C:10](=[O:11])[CH2:9][CH2:8][CH2:7][C:6]2[CH:12]=[C:13]([N+:16]([O-])=O)[CH:14]=[CH:15][C:5]1=2)([CH3:3])[CH3:2].[H][H]. (7) The reactants are [Li]C(CC)C.CN(CCN(C)C)C.[CH3:14][O:15][C:16]1[CH:24]=[C:23]([C:25]([F:28])([F:27])[F:26])[CH:22]=[CH:21][C:17]=1[C:18]([OH:20])=[O:19].[Br:29]C(Cl)(Cl)C(Cl)(Cl)Br. The catalyst is C1CCCCC1.C1COCC1. The product is [Br:29][C:21]1[CH:22]=[C:23]([C:25]([F:26])([F:27])[F:28])[CH:24]=[C:16]([O:15][CH3:14])[C:17]=1[C:18]([OH:20])=[O:19]. The yield is 0.120.